From a dataset of Forward reaction prediction with 1.9M reactions from USPTO patents (1976-2016). Predict the product of the given reaction. Given the reactants C(OCC)(=O)C.[F:7][C:8]1[CH:29]=[CH:28][C:11]([O:12][C:13]2[CH:18]=[CH:17][C:16]([N+:19]([O-])=O)=[CH:15][C:14]=2[C:22]2[CH:27]=[CH:26][CH:25]=[CH:24][N:23]=2)=[CH:10][CH:9]=1.[H][H].[C:32](O[C:32]([O:34][C:35]([CH3:38])([CH3:37])[CH3:36])=[O:33])([O:34][C:35]([CH3:38])([CH3:37])[CH3:36])=[O:33], predict the reaction product. The product is: [F:7][C:8]1[CH:29]=[CH:28][C:11]([O:12][C:13]2[CH:18]=[CH:17][C:16]([NH:19][C:32](=[O:33])[O:34][C:35]([CH3:38])([CH3:37])[CH3:36])=[CH:15][C:14]=2[C:22]2[CH:27]=[CH:26][CH:25]=[CH:24][N:23]=2)=[CH:10][CH:9]=1.